The task is: Predict which catalyst facilitates the given reaction.. This data is from Catalyst prediction with 721,799 reactions and 888 catalyst types from USPTO. (1) Reactant: [OH:1][C:2]1[C:14](=[O:15])[N:6]2[CH2:7][CH2:8][O:9][CH2:10][C:11]([CH3:13])([CH3:12])[C:5]2=[N:4][C:3]=1[C:16]([O:18][CH2:19][CH3:20])=[O:17].[CH2:21](Br)[C:22]1[CH:27]=[CH:26][CH:25]=[CH:24][CH:23]=1.C([O-])([O-])=O.[K+].[K+]. Product: [CH2:21]([O:1][C:2]1[C:14](=[O:15])[N:6]2[CH2:7][CH2:8][O:9][CH2:10][C:11]([CH3:13])([CH3:12])[C:5]2=[N:4][C:3]=1[C:16]([O:18][CH2:19][CH3:20])=[O:17])[C:22]1[CH:27]=[CH:26][CH:25]=[CH:24][CH:23]=1. The catalyst class is: 3. (2) Product: [Cl:16][C:13]1[N:12]=[CH:11][C:10]([CH2:9][NH:8][C:6]2[N:5]=[C:4]([NH:17][C:18]3[CH:23]=[CH:22][C:21]([F:24])=[C:20]([C:25]([F:28])([F:27])[F:26])[CH:19]=3)[N:3]=[C:2]([NH:30][NH2:31])[N:7]=2)=[CH:15][CH:14]=1. Reactant: Cl[C:2]1[N:7]=[C:6]([NH:8][CH2:9][C:10]2[CH:11]=[N:12][C:13]([Cl:16])=[CH:14][CH:15]=2)[N:5]=[C:4]([NH:17][C:18]2[CH:23]=[CH:22][C:21]([F:24])=[C:20]([C:25]([F:28])([F:27])[F:26])[CH:19]=2)[N:3]=1.O.[NH2:30][NH2:31]. The catalyst class is: 38. (3) Reactant: [Cl:1][CH2:2][CH:3]=O.[SH2:5]. Product: [Cl:1][CH2:2][CH:3]1[S:5][CH:3]([CH2:2][Cl:1])[S:5][CH:3]([CH2:2][Cl:1])[S:5]1. The catalyst class is: 65.